From a dataset of Peptide-MHC class I binding affinity with 185,985 pairs from IEDB/IMGT. Regression. Given a peptide amino acid sequence and an MHC pseudo amino acid sequence, predict their binding affinity value. This is MHC class I binding data. (1) The peptide sequence is RDLVISDSS. The MHC is HLA-B40:02 with pseudo-sequence HLA-B40:02. The binding affinity (normalized) is 0.277. (2) The peptide sequence is QPWTPVSSF. The MHC is HLA-B15:09 with pseudo-sequence HLA-B15:09. The binding affinity (normalized) is 0.0847. (3) The peptide sequence is SLMSIISTFH. The MHC is HLA-A03:01 with pseudo-sequence HLA-A03:01. The binding affinity (normalized) is 0.376. (4) The peptide sequence is ITDWLNFTL. The MHC is HLA-B58:01 with pseudo-sequence HLA-B58:01. The binding affinity (normalized) is 0.555. (5) The peptide sequence is LTPKWNNETW. The MHC is Mamu-A01 with pseudo-sequence Mamu-A01. The binding affinity (normalized) is 0.643. (6) The peptide sequence is RKAKIIRDY. The MHC is HLA-B15:03 with pseudo-sequence HLA-B15:03. The binding affinity (normalized) is 0.787. (7) The peptide sequence is LASAMRMLW. The MHC is HLA-B51:01 with pseudo-sequence HLA-B51:01. The binding affinity (normalized) is 0.213.